Dataset: Peptide-MHC class I binding affinity with 185,985 pairs from IEDB/IMGT. Task: Regression. Given a peptide amino acid sequence and an MHC pseudo amino acid sequence, predict their binding affinity value. This is MHC class I binding data. (1) The peptide sequence is LPAEVRAAF. The MHC is HLA-A31:01 with pseudo-sequence HLA-A31:01. The binding affinity (normalized) is 0.0847. (2) The peptide sequence is LQMENKAWLV. The MHC is HLA-A02:01 with pseudo-sequence HLA-A02:01. The binding affinity (normalized) is 0.786. (3) The peptide sequence is NDNFLMSNV. The binding affinity (normalized) is 0.0125. The MHC is HLA-B18:01 with pseudo-sequence HLA-B18:01. (4) The peptide sequence is RQFMTAFEF. The MHC is Mamu-B3901 with pseudo-sequence Mamu-B3901. The binding affinity (normalized) is 0.659.